From a dataset of Forward reaction prediction with 1.9M reactions from USPTO patents (1976-2016). Predict the product of the given reaction. (1) Given the reactants O.NN.[N+:4]([C:7]1[C:8]([C:17]([O:19][CH3:20])=[O:18])=[CH:9][C:10]2[O:15][CH2:14][CH2:13][O:12][C:11]=2[CH:16]=1)([O-])=O, predict the reaction product. The product is: [NH2:4][C:7]1[C:8]([C:17]([O:19][CH3:20])=[O:18])=[CH:9][C:10]2[O:15][CH2:14][CH2:13][O:12][C:11]=2[CH:16]=1. (2) Given the reactants [Cl:1][C:2]1[CH:3]=[C:4]([OH:11])[C:5]([N+:8]([O-:10])=[O:9])=[N:6][CH:7]=1.[C:25]1(P([C:25]2[CH:30]=[CH:29][CH:28]=[CH:27][CH:26]=2)[C:25]2[CH:30]=[CH:29][CH:28]=[CH:27][CH:26]=2)[CH:30]=[CH:29][CH:28]=[CH:27][CH:26]=1.C1(CO)CCCC1, predict the reaction product. The product is: [Cl:1][C:2]1[CH:3]=[C:4]([O:11][CH2:25][CH:30]2[CH2:26][CH2:27][CH2:28][CH2:29]2)[C:5]([N+:8]([O-:10])=[O:9])=[N:6][CH:7]=1. (3) Given the reactants [Cl:1][CH2:2][CH2:3][CH2:4][C:5]1[CH:10]=[CH:9][C:8]([S:11](Cl)(=O)=O)=[CH:7][CH:6]=1.[H-].[H-].[H-].[H-].[Li+].[Al+3].Cl.S(OC)(O[CH3:26])(=O)=O.[OH-].[Na+], predict the reaction product. The product is: [Cl:1][CH2:2][CH2:3][CH2:4][C:5]1[CH:10]=[CH:9][C:8]([S:11][CH3:26])=[CH:7][CH:6]=1. (4) Given the reactants [CH3:1][C:2]([CH3:20])([CH3:19])[C:3]([NH:5][C:6]1[CH:11]=[CH:10][CH:9]=[C:8]([NH:12][C:13](=[O:18])[C:14]([CH3:17])([CH3:16])[CH3:15])[N:7]=1)=[O:4].[C:21](=O)([O:24]C)[O:22][CH3:23], predict the reaction product. The product is: [CH3:15][C:14]([CH3:17])([CH3:16])[C:13]([NH:12][C:8]1[N:7]=[C:6]([NH:5][C:3](=[O:4])[C:2]([CH3:20])([CH3:19])[CH3:1])[CH:11]=[CH:10][C:9]=1[C:21]([O:22][CH3:23])=[O:24])=[O:18].